From a dataset of Reaction yield outcomes from USPTO patents with 853,638 reactions. Predict the reaction yield, written as a fraction of the theoretical maximum amount of product (1.0 means a 100% yield; for example, 0.34 means a 34% yield). (1) The reactants are [N:1]1[C:10]2[NH:9][CH2:8][CH2:7][CH2:6][C:5]=2[CH:4]=[CH:3][C:2]=1[CH2:11][CH2:12][OH:13].C1C=CC(P(C2C=CC=CC=2)C2C=CC=CC=2)=CC=1.[Br:33][C:34]1([Br:50])[CH:36]([C:37]2[CH:42]=[CH:41][C:40](O)=[CH:39][CH:38]=2)[CH:35]1[CH2:44][C:45]([O:47]CC)=[O:46].N(C(OC(C)C)=O)=NC(OC(C)C)=O.C(O)(C(F)(F)F)=O. The catalyst is C1COCC1. The product is [Br:33][C:34]1([Br:50])[CH:36]([C:37]2[CH:42]=[CH:41][C:40]([O:13][CH2:12][CH2:11][C:2]3[CH:3]=[CH:4][C:5]4[CH2:6][CH2:7][CH2:8][NH:9][C:10]=4[N:1]=3)=[CH:39][CH:38]=2)[CH:35]1[CH2:44][C:45]([OH:47])=[O:46]. The yield is 0.120. (2) The product is [C:1]([C:3]1[CH:8]=[CH:7][C:6]([F:10])=[CH:5][N:4]=1)#[N:2]. The catalyst is CN1CCCC1=O.C(OCC)(=O)C. The reactants are [C:1]([C:3]1[CH:8]=[CH:7][C:6](Cl)=[CH:5][N:4]=1)#[N:2].[F-:10].[K+]. The yield is 0.480. (3) The reactants are Cl[C:2]1[C:7]([N+:8]([O-:10])=[O:9])=[CH:6][N:5]=[C:4]2[CH2:11][CH2:12][CH2:13][C:3]=12.[NH:14]1[CH2:19][CH2:18][CH2:17][C@H:16]([NH:20][C:21](=[O:27])[O:22][C:23]([CH3:26])([CH3:25])[CH3:24])[CH2:15]1.C(N(CC)CC)C. The catalyst is C(O)(C)C. The product is [N+:8]([C:7]1[C:2]([N:14]2[CH2:19][CH2:18][CH2:17][C@H:16]([NH:20][C:21](=[O:27])[O:22][C:23]([CH3:25])([CH3:24])[CH3:26])[CH2:15]2)=[C:3]2[CH2:13][CH2:12][CH2:11][C:4]2=[N:5][CH:6]=1)([O-:10])=[O:9]. The yield is 0.590. (4) The reactants are S(Cl)(Cl)=O.BrC1SC(C(O)=O)=CC=1.BrC1SC(C(Cl)=O)=CC=1.[Br:23][C:24]1[S:28][C:27]([C:29]([N:31]=[C:32]=[S:33])=[O:30])=[CH:26][CH:25]=1.[Cl:34][C:35]1[CH:36]=[C:37]([CH:39]=[CH:40][C:41]=1[O:42][C:43]1[C:52]2[C:47](=[CH:48][C:49]([O:55][CH3:56])=[C:50]([O:53][CH3:54])[CH:51]=2)[N:46]=[CH:45][CH:44]=1)[NH2:38]. The catalyst is C(O)C.C1(C)C=CC=CC=1. The product is [Br:23][C:24]1[S:28][C:27]([C:29]([NH:31][C:32]([NH:38][C:37]2[CH:39]=[CH:40][C:41]([O:42][C:43]3[C:52]4[C:47](=[CH:48][C:49]([O:55][CH3:56])=[C:50]([O:53][CH3:54])[CH:51]=4)[N:46]=[CH:45][CH:44]=3)=[C:35]([Cl:34])[CH:36]=2)=[S:33])=[O:30])=[CH:26][CH:25]=1. The yield is 0.750. (5) The reactants are [C:1]([O:5][C:6]([N:8]([CH2:19][C:20]1[CH:25]=[CH:24][CH:23]=[CH:22][CH:21]=1)[C@H:9]([CH2:17][OH:18])[CH2:10][C:11]1[CH:16]=[CH:15][CH:14]=[CH:13][CH:12]=1)=[O:7])([CH3:4])([CH3:3])[CH3:2].CC1(C)N([O])C(C)(C)CCC1.[Br-].[Na+].C(=O)(O)[O-].[Na+]. The catalyst is C1(C)C=CC=CC=1.O.C(OCC)(=O)C. The product is [C:1]([O:5][C:6]([N:8]([CH2:19][C:20]1[CH:21]=[CH:22][CH:23]=[CH:24][CH:25]=1)[C@H:9]([CH:17]=[O:18])[CH2:10][C:11]1[CH:12]=[CH:13][CH:14]=[CH:15][CH:16]=1)=[O:7])([CH3:4])([CH3:2])[CH3:3]. The yield is 1.00. (6) The reactants are [N+:1]([C:4]1[CH:9]=[CH:8][C:7]([CH:10]([C:18]([O:20][C:21]([CH3:24])([CH3:23])[CH3:22])=[O:19])[C:11]([O:13][C:14]([CH3:17])([CH3:16])[CH3:15])=[O:12])=[CH:6][CH:5]=1)([O-])=O.[H-].[Na+].CI.[NH4+].[Cl-].[CH:31]([O-])=O.[NH4+]. The catalyst is [Pd].C1COCC1. The product is [NH2:1][C:4]1[CH:9]=[CH:8][C:7]([C:10]([CH3:31])([C:18]([O:20][C:21]([CH3:24])([CH3:23])[CH3:22])=[O:19])[C:11]([O:13][C:14]([CH3:17])([CH3:16])[CH3:15])=[O:12])=[CH:6][CH:5]=1. The yield is 0.820. (7) The reactants are [F:1][C:2]1[CH:7]=[CH:6][C:5]([N:8]2[CH:13]=[CH:12][C:11]([I:14])=[C:10]([C:15]([OH:17])=O)[C:9]2=[O:18])=[CH:4][CH:3]=1.C(Cl)(=O)C(Cl)=O.[NH2:25][C:26]1[CH:42]=[CH:41][C:29]([O:30][C:31]2[CH:36]=[CH:35][N:34]=[C:33]([C:37]([NH2:39])=[O:38])[C:32]=2[Cl:40])=[C:28]([F:43])[CH:27]=1.N1C=CC=CC=1. The catalyst is C(Cl)Cl.CN(C=O)C.C1COCC1. The product is [Cl:40][C:32]1[C:33]([C:37]([NH2:39])=[O:38])=[N:34][CH:35]=[CH:36][C:31]=1[O:30][C:29]1[CH:41]=[CH:42][C:26]([NH:25][C:15]([C:10]2[C:9](=[O:18])[N:8]([C:5]3[CH:4]=[CH:3][C:2]([F:1])=[CH:7][CH:6]=3)[CH:13]=[CH:12][C:11]=2[I:14])=[O:17])=[CH:27][C:28]=1[F:43]. The yield is 0.800. (8) The reactants are P(Cl)(Cl)(Cl)=O.[CH3:6][O:7][C:8]1[CH:9]=[C:10]2[C:15](=[CH:16][C:17]=1[O:18][CH3:19])[N:14]=[N:13][CH:12]=[C:11]2O.P(Cl)(Cl)(Cl)(Cl)[Cl:22].CC([O-])=O.[Na+]. No catalyst specified. The product is [Cl:22][C:11]1[C:10]2[C:15](=[CH:16][C:17]([O:18][CH3:19])=[C:8]([O:7][CH3:6])[CH:9]=2)[N:14]=[N:13][CH:12]=1. The yield is 0.830. (9) The reactants are [NH2:1][C:2]1[CH:3]=[C:4]([CH:21]=[CH:22][CH:23]=1)[O:5][C:6]1[CH:7]=[CH:8][C:9]2[N:10]([CH:12]=[C:13]([NH:15][C:16]([CH:18]3[CH2:20][CH2:19]3)=[O:17])[N:14]=2)[N:11]=1.[C:24](Cl)(=[O:31])[C:25]1[CH:30]=[CH:29][CH:28]=[CH:27][CH:26]=1. The catalyst is CN1CCCC1=O. The product is [CH:18]1([C:16]([NH:15][C:13]2[N:14]=[C:9]3[CH:8]=[CH:7][C:6]([O:5][C:4]4[CH:3]=[C:2]([NH:1][C:24](=[O:31])[C:25]5[CH:30]=[CH:29][CH:28]=[CH:27][CH:26]=5)[CH:23]=[CH:22][CH:21]=4)=[N:11][N:10]3[CH:12]=2)=[O:17])[CH2:20][CH2:19]1. The yield is 0.850. (10) The reactants are [NH2:1][C:2]1[C:3]2[S:10][CH:9]=[C:8]([C:11]([NH:13][C:14]3[C:19]([F:20])=[CH:18][CH:17]=[C:16]([N:21](CC4C=CC(OC)=CC=4)[S:22]([CH2:25][CH3:26])(=[O:24])=[O:23])[C:15]=3[F:36])=[O:12])[C:4]=2[N:5]=[CH:6][N:7]=1.ClCCl.FC(F)(F)C(O)=O. No catalyst specified. The product is [CH2:25]([S:22]([NH:21][C:16]1[C:15]([F:36])=[C:14]([NH:13][C:11]([C:8]2[C:4]3[N:5]=[CH:6][N:7]=[C:2]([NH2:1])[C:3]=3[S:10][CH:9]=2)=[O:12])[C:19]([F:20])=[CH:18][CH:17]=1)(=[O:24])=[O:23])[CH3:26]. The yield is 0.500.